Dataset: Reaction yield outcomes from USPTO patents with 853,638 reactions. Task: Predict the reaction yield, written as a fraction of the theoretical maximum amount of product (1.0 means a 100% yield; for example, 0.34 means a 34% yield). (1) The reactants are [Cl:1][C:2]1[CH:7]=[CH:6][CH:5]=[C:4]([N+:8]([O-:10])=[O:9])[C:3]=1Cl.[CH2:12]([NH2:15])[CH2:13][CH3:14]. The catalyst is CS(C)=O.O. The product is [Cl:1][C:2]1[CH:7]=[CH:6][CH:5]=[C:4]([N+:8]([O-:10])=[O:9])[C:3]=1[NH:15][CH2:12][CH2:13][CH3:14]. The yield is 0.960. (2) The reactants are [C:1]([NH:12][C:13]1[CH:18]=[CH:17][C:16]([S:19](Cl)(=[O:21])=[O:20])=[CH:15][CH:14]=1)(=[O:11])[CH2:2][CH2:3][CH2:4][CH2:5][CH2:6][CH2:7][CH2:8][CH2:9][CH3:10].[NH2:23][C:24]1[S:28][C:27]([CH2:29][C:30]([O:32][CH2:33][CH3:34])=[O:31])=[N:26][N:25]=1.Cl. The catalyst is N1C=CC=CC=1. The product is [C:1]([NH:12][C:13]1[CH:18]=[CH:17][C:16]([S:19]([NH:23][C:24]2[S:28][C:27]([CH2:29][C:30]([O:32][CH2:33][CH3:34])=[O:31])=[N:26][N:25]=2)(=[O:21])=[O:20])=[CH:15][CH:14]=1)(=[O:11])[CH2:2][CH2:3][CH2:4][CH2:5][CH2:6][CH2:7][CH2:8][CH2:9][CH3:10]. The yield is 0.630. (3) No catalyst specified. The product is [CH2:9]([O:8][C:6]1[CH:5]=[N:4][CH:3]=[C:2]([C:16]#[C:15][C:14]([O:17][CH2:18][CH3:19])([O:13][CH2:11][CH3:12])[O:20][CH2:21][CH3:22])[CH:7]=1)[CH3:10]. The yield is 0.370. The reactants are Br[C:2]1[CH:3]=[N:4][CH:5]=[C:6]([O:8][CH2:9][CH3:10])[CH:7]=1.[CH2:11]([O:13][C:14]([O:20][CH2:21][CH3:22])([O:17][CH2:18][CH3:19])[C:15]#[CH:16])[CH3:12]. (4) The reactants are C([NH:8][CH:9]1[CH2:12][CH:11]([CH2:13][O:14][CH2:15][C:16]2[CH:21]=[CH:20][CH:19]=[CH:18][CH:17]=2)[CH:10]1[F:22])C1C=CC=CC=1.CCN(CC)CC.[N+](C1C=CC([N:39]([CH2:43][C:44]2[CH:49]=[CH:48][CH:47]=[CH:46][CH:45]=2)[C:40](=[O:42])[O-])=CC=1)([O-])=O. The catalyst is C(Cl)Cl. The product is [CH2:43]([NH:39][C:40]([NH:8][CH:9]1[CH2:12][CH:11]([CH2:13][O:14][CH2:15][C:16]2[CH:21]=[CH:20][CH:19]=[CH:18][CH:17]=2)[CH:10]1[F:22])=[O:42])[C:44]1[CH:45]=[CH:46][CH:47]=[CH:48][CH:49]=1. The yield is 0.900. (5) The reactants are [C:1]([C:5]1[CH:10]=[C:9]([Br:11])[C:8]([N+:12]([O-:14])=[O:13])=[CH:7][C:6]=1[OH:15])([CH3:4])([CH3:3])[CH3:2].C([O-])([O-])=O.[Cs+].[Cs+].[CH2:22](Br)[C:23]1[CH:28]=[CH:27][CH:26]=[CH:25][CH:24]=1. The catalyst is CN(C=O)C.O. The product is [C:1]([C:5]1[CH:10]=[C:9]([Br:11])[C:8]([N+:12]([O-:14])=[O:13])=[CH:7][C:6]=1[O:15][CH2:22][C:23]1[CH:28]=[CH:27][CH:26]=[CH:25][CH:24]=1)([CH3:4])([CH3:2])[CH3:3]. The yield is 0.940. (6) The reactants are [NH2:1][C@H:2]1[CH2:7][CH2:6][C@H:5]([N:8]([CH2:32][CH3:33])[C:9]2[C:24]3[CH2:23][CH:22]=[CH:21][CH2:20][CH2:19][C:18]4[CH:25]=[C:26]([CH3:30])[NH:27][C:28](=[O:29])[C:17]=4[CH2:16][NH:15][C:14](=[O:31])[C:13]=3[CH:12]=[CH:11][CH:10]=2)[CH2:4][CH2:3]1.O1[CH2:39][CH2:38][CH2:37]OS1(=O)=O.[OH-].[Na+]. The catalyst is C1COCC1.CN1CCCC1=O.O. The product is [N:1]1([C@H:2]2[CH2:7][CH2:6][C@H:5]([N:8]([CH2:32][CH3:33])[C:9]3[C:24]4[CH2:23][CH:22]=[CH:21][CH2:20][CH2:19][C:18]5[CH:25]=[C:26]([CH3:30])[NH:27][C:28](=[O:29])[C:17]=5[CH2:16][NH:15][C:14](=[O:31])[C:13]=4[CH:12]=[CH:11][CH:10]=3)[CH2:4][CH2:3]2)[CH2:39][CH2:38][CH2:37]1. The yield is 0.403. (7) The reactants are [NH2:1][C:2]1[C:11]2[C:6](=[C:7](Br)[CH:8]=[CH:9][CH:10]=2)[N:5]=[N:4][C:3]=1[C:13]([NH:15][CH2:16][CH2:17][CH3:18])=[O:14].[CH3:19][O:20][C:21]1[CH:22]=[C:23](B(O)O)[CH:24]=[CH:25][CH:26]=1. No catalyst specified. The product is [NH2:1][C:2]1[C:11]2[C:6](=[C:7]([C:25]3[CH:24]=[CH:23][CH:22]=[C:21]([O:20][CH3:19])[CH:26]=3)[CH:8]=[CH:9][CH:10]=2)[N:5]=[N:4][C:3]=1[C:13]([NH:15][CH2:16][CH2:17][CH3:18])=[O:14]. The yield is 0.642. (8) The reactants are [CH3:1][O:2][C:3](=[O:36])[CH2:4][CH2:5][N:6]([C:13](=[O:35])[C:14]1[CH:19]=[CH:18][C:17]([NH:20][CH3:21])=[C:16]([NH:22][C:23](=O)[CH2:24][NH:25][C:26]2[CH:31]=[CH:30][C:29]([C:32]#[N:33])=[CH:28][CH:27]=2)[CH:15]=1)[C:7]1[CH:12]=[CH:11][CH:10]=[CH:9][CH:8]=1. The catalyst is C(O)(=O)C. The product is [CH3:1][O:2][C:3](=[O:36])[CH2:4][CH2:5][N:6]([C:13]([C:14]1[CH:19]=[CH:18][C:17]2[N:20]([CH3:21])[C:23]([CH2:24][NH:25][C:26]3[CH:27]=[CH:28][C:29]([C:32]#[N:33])=[CH:30][CH:31]=3)=[N:22][C:16]=2[CH:15]=1)=[O:35])[C:7]1[CH:8]=[CH:9][CH:10]=[CH:11][CH:12]=1. The yield is 0.580. (9) The yield is 0.290. The reactants are FC(F)(F)C(O)=O.[CH3:8][N:9]1[C:18]2[C:13](=[CH:14][CH:15]=[CH:16][CH:17]=2)[CH:12]=[C:11]([C:19]([NH:21][CH2:22][C:23]([O:25]C(C)(C)C)=[O:24])=[O:20])[C:10]1=[O:30]. The product is [CH3:8][N:9]1[C:18]2[C:13](=[CH:14][CH:15]=[CH:16][CH:17]=2)[CH:12]=[C:11]([C:19]([NH:21][CH2:22][C:23]([OH:25])=[O:24])=[O:20])[C:10]1=[O:30]. No catalyst specified.